This data is from Reaction yield outcomes from USPTO patents with 853,638 reactions. The task is: Predict the reaction yield, written as a fraction of the theoretical maximum amount of product (1.0 means a 100% yield; for example, 0.34 means a 34% yield). (1) The reactants are [CH3:1][O:2][C:3](=[O:24])[CH:4]=P(C1C=CC=CC=1)(C1C=CC=CC=1)C1C=CC=CC=1.CC([N:29]([C@H:33]([CH:42]=O)[CH2:34][CH2:35][C:36]1[CH:41]=[CH:40][CH:39]=[CH:38][CH:37]=1)[C:30](=[O:32])[O-:31])(C)C. The catalyst is CCOCC. The product is [CH3:35][C:36]([O:31][C:30]([NH:29][C@@H:33]([CH2:34][CH2:35][C:36]1[CH:37]=[CH:38][CH:39]=[CH:40][CH:41]=1)/[CH:42]=[CH:4]/[C:3]([O:2][CH3:1])=[O:24])=[O:32])([CH3:41])[CH3:37]. The yield is 0.380. (2) The reactants are [ClH:1].CC1NC=NC=1CN1CCC2NC3C=CC=CC=3C=2C1=O.[CH3:23][N:24]1[C:32]2[CH:31]=[CH:30][CH:29]=[CH:28][C:27]=2[C:26]2[C:33](=[O:44])[N:34]([CH2:37][C:38]3[N:39]=[CH:40][NH:41][C:42]=3[CH3:43])[CH2:35][CH2:36][C:25]1=2. The catalyst is CO. The product is [ClH:1].[CH3:23][N:24]1[C:32]2[CH:31]=[CH:30][CH:29]=[CH:28][C:27]=2[C:26]2[C:33](=[O:44])[N:34]([CH2:37][C:38]3[N:39]=[CH:40][NH:41][C:42]=3[CH3:43])[CH2:35][CH2:36][C:25]1=2. The yield is 0.810. (3) The reactants are O=[CH:2][CH:3]([NH:6][C:7](=[O:14])[C:8]1[CH:13]=[CH:12][CH:11]=[CH:10][CH:9]=1)[CH:4]=O.Cl.[Cl:16][C:17]1[CH:18]=[C:19]([NH:23][NH2:24])[CH:20]=[CH:21][CH:22]=1.Cl. The catalyst is C(O)C. The product is [Cl:16][C:17]1[CH:18]=[C:19]([N:23]2[CH:4]=[C:3]([NH:6][C:7](=[O:14])[C:8]3[CH:13]=[CH:12][CH:11]=[CH:10][CH:9]=3)[CH:2]=[N:24]2)[CH:20]=[CH:21][CH:22]=1. The yield is 0.880. (4) The reactants are [NH2:1][C:2]1[N:11]=[CH:10][C:9]2[C:8]([NH:12][C:13]3[CH:18]=[CH:17][CH:16]=[C:15]([Br:19])[CH:14]=3)=[N:7][CH:6]=[N:5][C:4]=2[CH:3]=1.[C:20](OC(=O)C)(=[O:22])[CH3:21].C(N(CC)CC)C. The catalyst is CN(C1C=CN=CC=1)C. The product is [C:20]([NH:1][C:2]1[N:11]=[CH:10][C:9]2[C:8]([NH:12][C:13]3[CH:18]=[CH:17][CH:16]=[C:15]([Br:19])[CH:14]=3)=[N:7][CH:6]=[N:5][C:4]=2[CH:3]=1)(=[O:22])[CH3:21]. The yield is 0.0770. (5) The reactants are O=[C:2]([C:13]1[CH:18]=[CH:17][N:16]=[CH:15][CH:14]=1)[CH2:3][N:4]1[CH:8]=[CH:7][CH:6]=[C:5]1[C:9]([O:11]C)=O.[CH2:19]([NH2:22])[CH2:20][NH2:21]. The catalyst is O1CCOCC1. The product is [N:16]1[CH:17]=[CH:18][C:13]([C:2]23[NH:22][CH2:19][CH2:20][N:21]2[C:9](=[O:11])[C:5]2[N:4]([CH:8]=[CH:7][CH:6]=2)[CH2:3]3)=[CH:14][CH:15]=1. The yield is 0.600. (6) The reactants are [C:1]([O:5][C:6]([N:8]1[CH2:13][CH2:12][C:11]2([CH2:18][CH2:17][NH:16][CH2:15][CH2:14]2)[CH2:10][CH2:9]1)=[O:7])([CH3:4])([CH3:3])[CH3:2].C(N(CC)CC)C.[C:26]([C:28]1[CH:36]=[CH:35][C:31]([C:32](Cl)=[O:33])=[CH:30][CH:29]=1)#[N:27]. The catalyst is C(Cl)Cl.CN(C)C1C=CN=CC=1. The product is [C:1]([O:5][C:6]([N:8]1[CH2:13][CH2:12][C:11]2([CH2:18][CH2:17][N:16]([C:32](=[O:33])[C:31]3[CH:35]=[CH:36][C:28]([C:26]#[N:27])=[CH:29][CH:30]=3)[CH2:15][CH2:14]2)[CH2:10][CH2:9]1)=[O:7])([CH3:4])([CH3:2])[CH3:3]. The yield is 0.740. (7) The reactants are [CH3:1][C:2]1([C:15](=[O:27])[NH:16][C:17]2[CH:22]=[CH:21][CH:20]=[C:19]([S:23](=[O:26])(=[O:25])[NH2:24])[CH:18]=2)[CH2:7][CH2:6][N:5](C(OC(C)(C)C)=O)[CH2:4][CH2:3]1.Cl. The catalyst is CO. The product is [CH3:1][C:2]1([C:15]([NH:16][C:17]2[CH:22]=[CH:21][CH:20]=[C:19]([S:23](=[O:26])(=[O:25])[NH2:24])[CH:18]=2)=[O:27])[CH2:3][CH2:4][NH:5][CH2:6][CH2:7]1. The yield is 1.00. (8) The reactants are [CH2:1]([O:8][N:9]1[C:15](=[O:16])[N:14]2[CH2:17][C@H:10]1[CH2:11][CH2:12][C@H:13]2[C:18]([OH:20])=O)[C:2]1[CH:7]=[CH:6][CH:5]=[CH:4][CH:3]=1.[NH2:21][O:22][CH2:23][C@@H:24]1[CH2:28][CH2:27][CH2:26][N:25]1[C:29]([O:31][C:32]([CH3:35])([CH3:34])[CH3:33])=[O:30].ON1C2C=CC=CC=2N=N1.Cl.C(N=C=NCCCN(C)C)C. The catalyst is C(Cl)Cl. The product is [CH2:1]([O:8][N:9]1[C:15](=[O:16])[N:14]2[CH2:17][C@H:10]1[CH2:11][CH2:12][C@H:13]2[C:18]([NH:21][O:22][CH2:23][C@@H:24]1[CH2:28][CH2:27][CH2:26][N:25]1[C:29]([O:31][C:32]([CH3:35])([CH3:34])[CH3:33])=[O:30])=[O:20])[C:2]1[CH:3]=[CH:4][CH:5]=[CH:6][CH:7]=1. The yield is 0.880. (9) The reactants are [CH3:1][N:2]1[C:10]2[C:5](=[CH:6][CH:7]=[CH:8][CH:9]=2)[C:4]([CH3:11])=[C:3]1[CH2:12][N:13]([CH3:18])[C:14](=[O:17])[CH:15]=[CH2:16].Br[C:20]1[CH:21]=[C:22]2[C:27](=[N:28][CH:29]=1)[NH:26][C:25](=[O:30])[CH2:24][CH2:23]2.CCN(C(C)C)C(C)C.C1(C)C=CC=CC=1P(C1C=CC=CC=1C)C1C=CC=CC=1C. The catalyst is C(#N)CC.C([O-])(=O)C.[Pd+2].C([O-])(=O)C. The product is [CH3:1][N:2]1[C:10]2[C:5](=[CH:6][CH:7]=[CH:8][CH:9]=2)[C:4]([CH3:11])=[C:3]1[CH2:12][N:13]([CH3:18])[C:14](=[O:17])/[CH:15]=[CH:16]/[C:20]1[CH:29]=[N:28][C:27]2[NH:26][C:25](=[O:30])[CH2:24][CH2:23][C:22]=2[CH:21]=1. The yield is 0.590. (10) The reactants are [CH2:1]([Zn]CC)C.[Cl:6][C:7]1[C:15]2[N:14]=[C:13]3[N:16]([C:20]4[C:25]([CH3:26])=[CH:24][C:23]([Cl:27])=[CH:22][C:21]=4[Cl:28])[CH2:17][CH2:18][CH2:19][N:12]3[C:11]=2[C:10]([CH:29]([OH:33])[CH2:30][CH:31]=[CH2:32])=[CH:9][CH:8]=1. The catalyst is ClCCl.[Cl-].[NH4+]. The product is [Cl:6][C:7]1[C:15]2[N:14]=[C:13]3[N:16]([C:20]4[C:25]([CH3:26])=[CH:24][C:23]([Cl:27])=[CH:22][C:21]=4[Cl:28])[CH2:17][CH2:18][CH2:19][N:12]3[C:11]=2[C:10]([CH:29]([OH:33])[CH2:30][CH:31]2[CH2:1][CH2:32]2)=[CH:9][CH:8]=1. The yield is 0.340.